Dataset: Peptide-MHC class II binding affinity with 134,281 pairs from IEDB. Task: Regression. Given a peptide amino acid sequence and an MHC pseudo amino acid sequence, predict their binding affinity value. This is MHC class II binding data. (1) The peptide sequence is AAATAGTTVYCAFAA. The MHC is HLA-DQA10501-DQB10301 with pseudo-sequence HLA-DQA10501-DQB10301. The binding affinity (normalized) is 0.715. (2) The MHC is H-2-IAb with pseudo-sequence H-2-IAb. The binding affinity (normalized) is 0.135. The peptide sequence is LLWDYMCISLSTAIE.